This data is from Reaction yield outcomes from USPTO patents with 853,638 reactions. The task is: Predict the reaction yield, written as a fraction of the theoretical maximum amount of product (1.0 means a 100% yield; for example, 0.34 means a 34% yield). (1) The catalyst is C(Cl)Cl. The reactants are C(OC([N:8]1[C:17]2[C:12](=[CH:13][CH:14]=[C:15]([NH:18][C:19]([C:21]3[C:30](=[O:31])[C:29]4[C:24](=[CH:25][CH:26]=[CH:27][CH:28]=4)[NH:23][CH:22]=3)=[O:20])[CH:16]=2)[CH2:11][CH2:10][CH2:9]1)=O)(C)(C)C.C(O)(C(F)(F)F)=O. The product is [O:31]=[C:30]1[C:29]2[C:24](=[CH:25][CH:26]=[CH:27][CH:28]=2)[NH:23][CH:22]=[C:21]1[C:19]([NH:18][C:15]1[CH:16]=[C:17]2[C:12]([CH2:11][CH2:10][CH2:9][NH:8]2)=[CH:13][CH:14]=1)=[O:20]. The yield is 0.320. (2) The yield is 0.830. The product is [Br:21][C:12]1[N:8]([C:5]2[CH:6]=[CH:7][C:2]([F:1])=[CH:3][C:4]=2[CH3:18])[N:9]=[C:10]([C:14]([F:17])([F:16])[F:15])[CH:11]=1. The reactants are [F:1][C:2]1[CH:7]=[CH:6][C:5]([N:8]2[C:12](O)=[CH:11][C:10]([C:14]([F:17])([F:16])[F:15])=[N:9]2)=[C:4]([CH3:18])[CH:3]=1.P(Br)(Br)([Br:21])=O.C([O-])(O)=O.[Na+]. No catalyst specified. (3) The reactants are [H-].[Na+].[CH2:3]([N:10]1[CH2:15][CH2:14][CH:13]([OH:16])[CH2:12][CH2:11]1)[C:4]1[CH:9]=[CH:8][CH:7]=[CH:6][CH:5]=1.Br[CH2:18][CH2:19][CH2:20][CH2:21][CH2:22][CH2:23][O:24][Si:25]([C:28]([CH3:31])([CH3:30])[CH3:29])([CH3:27])[CH3:26].O. The catalyst is CN(C=O)C. The product is [CH2:3]([N:10]1[CH2:15][CH2:14][CH:13]([O:16][CH2:18][CH2:19][CH2:20][CH2:21][CH2:22][CH2:23][O:24][Si:25]([C:28]([CH3:29])([CH3:31])[CH3:30])([CH3:26])[CH3:27])[CH2:12][CH2:11]1)[C:4]1[CH:5]=[CH:6][CH:7]=[CH:8][CH:9]=1. The yield is 0.0800. (4) The reactants are [NH2:1][C:2]1[CH:10]=[CH:9][CH:8]=[C:7]([Br:11])[C:3]=1[C:4](O)=[O:5].[H-].[H-].[H-].[H-].[Li+].[Al+3]. The catalyst is C1COCC1. The product is [NH2:1][C:2]1[CH:10]=[CH:9][CH:8]=[C:7]([Br:11])[C:3]=1[CH2:4][OH:5]. The yield is 0.540. (5) The reactants are [CH3:1][C@@H:2]([CH2:25][CH3:26])[C@H:3]([N:11]1[CH2:15][CH2:14][N:13]([CH2:16][C:17]2[CH:22]=[CH:21][CH:20]=[C:19]([CH3:23])[N:18]=2)[C:12]1=[O:24])[C:4]([O:6]C(C)(C)C)=[O:5].FC(F)(F)C(O)=O. The catalyst is ClCCl. The product is [CH3:1][C@@H:2]([CH2:25][CH3:26])[C@H:3]([N:11]1[CH2:15][CH2:14][N:13]([CH2:16][C:17]2[CH:22]=[CH:21][CH:20]=[C:19]([CH3:23])[N:18]=2)[C:12]1=[O:24])[C:4]([OH:6])=[O:5]. The yield is 0.840. (6) The reactants are [Br:1][C:2]1[N:6]=[C:5]([N:7](CC2C=CC(OC)=CC=2)[S:8]([C:11]2[CH:19]=[C:18]3[C:14]([C:15]([C:21]4[CH:26]=[CH:25][C:24]([C:27]([F:30])([F:29])[F:28])=[CH:23][C:22]=4[C:31]4[N:35]([CH3:36])[N:34]=[CH:33][CH:32]=4)=[CH:16][N:17]3[CH3:20])=[CH:13][CH:12]=2)(=[O:10])=[O:9])[S:4][N:3]=1.FC(F)(F)C(O)=O. The catalyst is C(Cl)Cl. The product is [Br:1][C:2]1[N:6]=[C:5]([NH:7][S:8]([C:11]2[CH:19]=[C:18]3[C:14]([C:15]([C:21]4[CH:26]=[CH:25][C:24]([C:27]([F:28])([F:29])[F:30])=[CH:23][C:22]=4[C:31]4[N:35]([CH3:36])[N:34]=[CH:33][CH:32]=4)=[CH:16][N:17]3[CH3:20])=[CH:13][CH:12]=2)(=[O:9])=[O:10])[S:4][N:3]=1. The yield is 0.850. (7) The reactants are C[O:2][C:3](=[O:21])[CH2:4][NH:5][C:6]([C:8]1[CH:13]=[C:12]([C:14]2[CH:19]=[CH:18][C:17]([CH3:20])=[CH:16][CH:15]=2)[CH:11]=[CH:10][N:9]=1)=[O:7].O.O[Li].O.Cl. The catalyst is C1COCC1. The product is [CH3:20][C:17]1[CH:16]=[CH:15][C:14]([C:12]2[CH:11]=[CH:10][N:9]=[C:8]([C:6]([NH:5][CH2:4][C:3]([OH:21])=[O:2])=[O:7])[CH:13]=2)=[CH:19][CH:18]=1. The yield is 0.120. (8) The reactants are [Cl:1][C:2]1[C:7]([C:8](=[O:10])[CH3:9])=[CH:6][CH:5]=[CH:4][N:3]=1.[CH2:11](O)[CH2:12][OH:13].O.C1(C)C=CC(S(O)(=O)=O)=CC=1. The catalyst is C1(C)C=CC=CC=1. The product is [Cl:1][C:2]1[C:7]([C:8]2([CH3:9])[O:13][CH2:12][CH2:11][O:10]2)=[CH:6][CH:5]=[CH:4][N:3]=1. The yield is 0.770. (9) The reactants are [NH2:1][CH2:2][C@@H:3]([NH:21][C:22](=[O:34])[C:23]1[CH:28]=[CH:27][C:26]([O:29][CH:30]([CH3:32])[CH3:31])=[C:25]([Cl:33])[CH:24]=1)[CH2:4][C:5]1[CH:10]=[CH:9][C:8]([C:11]2[N:12]=[C:13]3[C:18]([Br:19])=[CH:17][CH:16]=[CH:15][N:14]3[CH:20]=2)=[CH:7][CH:6]=1.CC(OC([NH:42][C@@H:43]([C:45](O)=[O:46])[CH3:44])=O)(C)C.CCN=C=NCCCN(C)C.Cl. The catalyst is C(Cl)Cl.O1CCOCC1. The product is [NH2:42][C@@H:43]([C:45]([NH:1][CH2:2][C@@H:3]([NH:21][C:22](=[O:34])[C:23]1[CH:28]=[CH:27][C:26]([O:29][CH:30]([CH3:32])[CH3:31])=[C:25]([Cl:33])[CH:24]=1)[CH2:4][C:5]1[CH:10]=[CH:9][C:8]([C:11]2[N:12]=[C:13]3[C:18]([Br:19])=[CH:17][CH:16]=[CH:15][N:14]3[CH:20]=2)=[CH:7][CH:6]=1)=[O:46])[CH3:44]. The yield is 0.250.